Task: Predict the reactants needed to synthesize the given product.. Dataset: Full USPTO retrosynthesis dataset with 1.9M reactions from patents (1976-2016) (1) Given the product [Cl:1][C:2]1[N:7]=[C:6]([S:16][C:10]2[CH:15]=[CH:14][CH:13]=[CH:12][CH:11]=2)[CH:5]=[CH:4][N:3]=1, predict the reactants needed to synthesize it. The reactants are: [Cl:1][C:2]1[N:7]=[C:6](Cl)[CH:5]=[CH:4][N:3]=1.[Na].[C:10]1([SH:16])[CH:15]=[CH:14][CH:13]=[CH:12][CH:11]=1. (2) Given the product [CH3:1][N:2]1[C:10]2[C:5](=[CH:6][C:7]([CH:11]3[C:12](=[O:17])[NH:13][CH2:14][CH2:15][N:16]3[C:35]([O:37][C:38]([CH3:41])([CH3:40])[CH3:39])=[O:36])=[CH:8][CH:9]=2)[CH:4]=[N:3]1, predict the reactants needed to synthesize it. The reactants are: [CH3:1][N:2]1[C:10]2[C:5](=[CH:6][C:7]([C:11]3[C:12](=[O:17])[NH:13][CH2:14][CH2:15][N:16]=3)=[CH:8][CH:9]=2)[CH:4]=[N:3]1.C(O)(=O)C.C([BH3-])#N.[Na+].C(N(C(C)C)CC)(C)C.[C:35](O[C:35]([O:37][C:38]([CH3:41])([CH3:40])[CH3:39])=[O:36])([O:37][C:38]([CH3:41])([CH3:40])[CH3:39])=[O:36]. (3) Given the product [Cl:11][C:12]1[CH:13]=[C:14]([C:15]2[O:1][N:2]=[C:3]([C:4]3[CH:5]=[N:6][CH:7]=[CH:8][CH:9]=3)[N:10]=2)[CH:18]=[CH:19][C:20]=1[Cl:21], predict the reactants needed to synthesize it. The reactants are: [OH:1][N:2]=[C:3]([NH2:10])[C:4]1[CH:9]=[CH:8][CH:7]=[N:6][CH:5]=1.[Cl:11][C:12]1[CH:13]=[C:14]([CH:18]=[CH:19][C:20]=1[Cl:21])[C:15](O)=O.N.